The task is: Predict which catalyst facilitates the given reaction.. This data is from Catalyst prediction with 721,799 reactions and 888 catalyst types from USPTO. (1) Reactant: C([O:5][C:6](=[O:21])[CH2:7][CH2:8][N:9]([CH2:18][CH2:19][NH2:20])[CH2:10]C(OC(C)(C)C)=O)(C)(C)C.[F:22][C:23]([F:28])([F:27])[C:24]([OH:26])=[O:25]. Product: [F:22][C:23]([F:28])([F:27])[C:24]([OH:26])=[O:25].[NH2:20][CH2:19][CH2:18][N:9]([CH3:10])[CH2:8][CH2:7][C:6]([OH:21])=[O:5]. The catalyst class is: 1. (2) Reactant: C=O.[F:3][C:4]1[CH:5]=[C:6]([NH:16][C:17]2[N:22]=[C:21]([CH2:23][CH2:24][C:25]3[CH:30]=[CH:29][CH:28]=[CH:27][C:26]=3[CH2:31][C:32]([NH2:34])=[O:33])[C:20]([C:35]([F:38])([F:37])[F:36])=[CH:19][N:18]=2)[CH:7]=[CH:8][C:9]=1[CH:10]1[CH2:15][CH2:14][NH:13][CH2:12][CH2:11]1.[C:39](O[BH-](OC(=O)C)OC(=O)C)(=O)C.[Na+]. Product: [F:3][C:4]1[CH:5]=[C:6]([NH:16][C:17]2[N:22]=[C:21]([CH2:23][CH2:24][C:25]3[CH:30]=[CH:29][CH:28]=[CH:27][C:26]=3[CH2:31][C:32]([NH2:34])=[O:33])[C:20]([C:35]([F:38])([F:36])[F:37])=[CH:19][N:18]=2)[CH:7]=[CH:8][C:9]=1[CH:10]1[CH2:11][CH2:12][N:13]([CH3:39])[CH2:14][CH2:15]1. The catalyst class is: 5. (3) The catalyst class is: 17. Reactant: [C:1]1([C:7]2[CH:12]=[CH:11][CH:10]=[C:9]([C:13]3[N:14]=[N:15]NN=3)[N:8]=2)[CH:6]=[CH:5][CH:4]=[CH:3][CH:2]=1.[C:18](Cl)(=[O:25])[C:19]1[CH:24]=[CH:23][CH:22]=[CH:21][CH:20]=1.O.[OH-].[Na+]. Product: [C:19]1([C:18]2[O:25][C:13]([C:9]3[N:8]=[C:7]([C:1]4[CH:2]=[CH:3][CH:4]=[CH:5][CH:6]=4)[CH:12]=[CH:11][CH:10]=3)=[N:14][N:15]=2)[CH:24]=[CH:23][CH:22]=[CH:21][CH:20]=1. (4) Reactant: [Br:1][C:2]1[CH:3]=[C:4]([NH2:9])[C:5]([CH3:8])=[N:6][CH:7]=1.[Cl:10][CH2:11][CH2:12][CH2:13][N:14]=[C:15]=[O:16]. Product: [Br:1][C:2]1[CH:3]=[C:4]([NH:9][C:15]([NH:14][CH2:13][CH2:12][CH2:11][Cl:10])=[O:16])[C:5]([CH3:8])=[N:6][CH:7]=1. The catalyst class is: 1. (5) Reactant: [C:1]([O:5][C:6](=[O:16])[NH:7][CH:8]1[CH2:13][CH2:12][CH:11]([CH:14]=O)[CH2:10][CH2:9]1)([CH3:4])([CH3:3])[CH3:2].[CH2:17]([NH2:24])[C:18]1[CH:23]=[CH:22][CH:21]=[CH:20][CH:19]=1.C(O)(=O)C.S([O-])([O-])(=O)=O.[Mg+2]. Product: [C:1]([O:5][C:6](=[O:16])[NH:7][C@H:8]1[CH2:13][CH2:12][C@H:11]([CH:14]=[N:24][CH2:17][C:18]2[CH:23]=[CH:22][CH:21]=[CH:20][CH:19]=2)[CH2:10][CH2:9]1)([CH3:4])([CH3:3])[CH3:2]. The catalyst class is: 2. (6) Reactant: [Cl:1][C:2]1[CH:7]=[C:6]([F:8])[CH:5]=[CH:4][C:3]=1[N:9]([CH2:24][O:25][C:26]([N:28]1[CH2:35][CH2:34][CH2:33][C@@H:29]1[C:30]([OH:32])=[O:31])=[O:27])[S:10]([CH:13]1[CH2:18][CH2:17][CH2:16][CH:15]=[C:14]1[C:19]([O:21][CH2:22][CH3:23])=[O:20])(=[O:12])=[O:11].C(O)C.C(=O)([O-])[O-].[Na+:43].[Na+]. Product: [Cl:1][C:2]1[CH:7]=[C:6]([F:8])[CH:5]=[CH:4][C:3]=1[N:9]([CH2:24][O:25][C:26]([N:28]1[CH2:35][CH2:34][CH2:33][C@@H:29]1[C:30]([O-:32])=[O:31])=[O:27])[S:10]([CH:13]1[CH2:18][CH2:17][CH2:16][CH:15]=[C:14]1[C:19]([O:21][CH2:22][CH3:23])=[O:20])(=[O:11])=[O:12].[Na+:43]. The catalyst class is: 6.